Dataset: Reaction yield outcomes from USPTO patents with 853,638 reactions. Task: Predict the reaction yield, written as a fraction of the theoretical maximum amount of product (1.0 means a 100% yield; for example, 0.34 means a 34% yield). The yield is 0.980. The catalyst is C([O-])(=O)C.[Pd+2].C([O-])(=O)C.O1CCOCC1. The reactants are CC(C)([O-])C.[Li+].Br[C:8]1[C:12]([C:13]([OH:15])=[O:14])=[CH:11][N:10]([CH3:16])[N:9]=1.[C:17]([N:21]1[CH:25]=[C:24]([C:26](=O)[CH3:27])[CH:23]=[N:22]1)([CH3:20])([CH3:19])[CH3:18]. The product is [C:17]([N:21]1[CH:25]=[C:24]([C:26]2[O:15][C:13](=[O:14])[C:12]3[C:8](=[N:9][N:10]([CH3:16])[CH:11]=3)[CH:27]=2)[CH:23]=[N:22]1)([CH3:20])([CH3:19])[CH3:18].